From a dataset of Full USPTO retrosynthesis dataset with 1.9M reactions from patents (1976-2016). Predict the reactants needed to synthesize the given product. (1) Given the product [P:48]([O:49][CH2:50][CH3:51])([O:47][CH2:45][CH3:46])([O:17][C:15]1[CH:14]=[C:13]([F:18])[CH:12]=[C:11]([C:10]2[C:3]3[C:4](=[N:5][CH:6]=[N:7][C:2]=3[NH2:1])[N:8]([CH2:19][C:20]3[N:21]([C:32]4[CH:37]=[CH:36][CH:35]=[CH:34][C:33]=4[CH3:38])[C:22](=[O:31])[C:23]4[C:28]([CH:29]=3)=[CH:27][CH:26]=[CH:25][C:24]=4[CH3:30])[N:9]=2)[CH:16]=1)=[O:52], predict the reactants needed to synthesize it. The reactants are: [NH2:1][C:2]1[N:7]=[CH:6][N:5]=[C:4]2[N:8]([CH2:19][C:20]3[N:21]([C:32]4[CH:37]=[CH:36][CH:35]=[CH:34][C:33]=4[CH3:38])[C:22](=[O:31])[C:23]4[C:28]([CH:29]=3)=[CH:27][CH:26]=[CH:25][C:24]=4[CH3:30])[N:9]=[C:10]([C:11]3[CH:16]=[C:15]([OH:17])[CH:14]=[C:13]([F:18])[CH:12]=3)[C:3]=12.[Al].C(Br)(Br)(Br)Br.[CH2:45]([O:47][P:48]([O-:52])[O:49][CH2:50][CH3:51])[CH3:46].C(N(CC)CC)C. (2) The reactants are: [H-].[Na+].[NH:3]1[CH:7]=[CH:6][N:5]=[C:4]1[C:8]1[CH:13]=[CH:12][N:11]=[CH:10][CH:9]=1.[Br:14][C:15]1[N:16]=[C:17](Br)[C:18]2[N:19]([CH:21]=[CH:22][N:23]=2)[CH:20]=1.O. Given the product [Br:14][C:15]1[N:16]=[C:17]([N:3]2[CH:7]=[CH:6][N:5]=[C:4]2[C:8]2[CH:13]=[CH:12][N:11]=[CH:10][CH:9]=2)[C:18]2[N:19]([CH:21]=[CH:22][N:23]=2)[CH:20]=1, predict the reactants needed to synthesize it.